Dataset: Forward reaction prediction with 1.9M reactions from USPTO patents (1976-2016). Task: Predict the product of the given reaction. (1) Given the reactants CN([CH:4]=[C:5]1[C:26](=O)[C:10]2=[N:11][CH:12]=[C:13]([N:15]3[CH2:19][C@H:18]([CH2:20][NH:21][C:22](=[O:24])[CH3:23])[O:17][C:16]3=[O:25])[CH:14]=[C:9]2[CH2:8][CH2:7][CH2:6]1)C.Cl.[NH2:29][C:30]([NH2:32])=[NH:31].C([O-])([O-])=O.[K+].[K+].O, predict the reaction product. The product is: [NH2:31][C:30]1[N:32]=[CH:4][C:5]2[CH2:6][CH2:7][CH2:8][C:9]3[CH:14]=[C:13]([N:15]4[CH2:19][C@H:18]([CH2:20][NH:21][C:22](=[O:24])[CH3:23])[O:17][C:16]4=[O:25])[CH:12]=[N:11][C:10]=3[C:26]=2[N:29]=1. (2) Given the reactants O[C:2]1([C:30]2[CH:39]=[CH:38][C:37]3[C:32](=[CH:33][CH:34]=[CH:35][CH:36]=3)[CH:31]=2)[C:6]2[C:7]([CH3:27])=[C:8]([N:13]3[CH2:18][CH2:17][N:16]([C:19]4[CH:24]=[CH:23][C:22]([O:25][CH3:26])=[CH:21][CH:20]=4)[CH2:15][CH2:14]3)[C:9]([CH3:12])=[C:10]([CH3:11])[C:5]=2[O:4][C:3]1([CH3:29])[CH3:28], predict the reaction product. The product is: [CH3:28][C:3]1([CH3:29])[CH:2]([C:30]2[CH:39]=[CH:38][C:37]3[C:32](=[CH:33][CH:34]=[CH:35][CH:36]=3)[CH:31]=2)[C:6]2[C:7]([CH3:27])=[C:8]([N:13]3[CH2:18][CH2:17][N:16]([C:19]4[CH:20]=[CH:21][C:22]([O:25][CH3:26])=[CH:23][CH:24]=4)[CH2:15][CH2:14]3)[C:9]([CH3:12])=[C:10]([CH3:11])[C:5]=2[O:4]1. (3) Given the reactants [CH:1]12[CH2:7][CH:4]([CH2:5][CH2:6]1)[CH2:3][CH:2]2[C:8]1([CH3:15])[C:12](=[O:13])[NH:11][N:10]=[C:9]1[CH3:14].Cl[CH2:17][C:18]([C:20]1[NH:21][CH:22]=[CH:23][CH:24]=1)=[O:19], predict the reaction product. The product is: [C@H:1]12[CH2:7][C@H:4]([CH2:5][CH2:6]1)[CH2:3][C@@H:2]2[C:8]1([CH3:15])[C:12](=[O:13])[N:11]([CH2:17][C:18](=[O:19])[C:20]2[NH:21][CH:22]=[CH:23][CH:24]=2)[N:10]=[C:9]1[CH3:14]. (4) The product is: [CH2:7]([C:4]1[NH:5][CH:6]=[C:2]([C:13]2[CH:14]=[CH:15][N:10]=[CH:11][CH:12]=2)[N:3]=1)[CH2:8][CH3:9]. Given the reactants I[C:2]1[N:3]=[C:4]([CH2:7][CH2:8][CH3:9])[NH:5][CH:6]=1.[N:10]1[CH:15]=[CH:14][C:13](B(O)O)=[CH:12][CH:11]=1.C(=O)([O-])[O-].[Na+].[Na+], predict the reaction product. (5) Given the reactants [Br:1][C:2]1[C:7]([O:8][CH3:9])=[CH:6][C:5]([C:10]2[S:11][CH:12]=[CH:13][CH:14]=2)=[CH:4][C:3]=1[O:15][CH3:16].CON(C)[C:20](=[O:36])[CH:21]([O:34][CH3:35])[C:22]1[CH:27]=[CH:26][C:25]([C:28]2[O:29][C:30]([CH3:33])=[N:31][N:32]=2)=[CH:24][CH:23]=1, predict the reaction product. The product is: [Br:1][C:2]1[C:7]([O:8][CH3:9])=[CH:6][C:5]([C:10]2[S:11][C:12]([C:20](=[O:36])[CH:21]([O:34][CH3:35])[C:22]3[CH:23]=[CH:24][C:25]([C:28]4[O:29][C:30]([CH3:33])=[N:31][N:32]=4)=[CH:26][CH:27]=3)=[CH:13][CH:14]=2)=[CH:4][C:3]=1[O:15][CH3:16]. (6) Given the reactants [N+:1]([C:4]1[CH:9]=[CH:8][C:7]([O:10]N=C2CCCCC2)=[CH:6][CH:5]=1)([O-:3])=[O:2].Cl, predict the reaction product. The product is: [N+:1]([C:4]1[CH:5]=[CH:6][C:7]2[O:10][C:5]3[CH2:6][CH2:7][CH2:8][CH2:9][C:4]=3[C:8]=2[CH:9]=1)([O-:3])=[O:2].